Predict the reaction yield, written as a fraction of the theoretical maximum amount of product (1.0 means a 100% yield; for example, 0.34 means a 34% yield). From a dataset of Reaction yield outcomes from USPTO patents with 853,638 reactions. The yield is 0.650. The reactants are C(Cl)(=O)C(Cl)=O.[Cl:7][C:8]1[N:13]=[C:12]([C:14]([OH:16])=O)[CH:11]=[C:10]([C:17]2[CH:22]=[CH:21][C:20]([C:23]([F:26])([F:25])[F:24])=[CH:19][CH:18]=2)[N:9]=1.[CH3:27][NH:28][CH3:29].C(=O)([O-])O.[Na+]. The catalyst is ClCCl.CN(C)C=O. The product is [CH3:27][N:28]([CH3:29])[C:14]([C:12]1[CH:11]=[C:10]([C:17]2[CH:22]=[CH:21][C:20]([C:23]([F:26])([F:25])[F:24])=[CH:19][CH:18]=2)[N:9]=[C:8]([Cl:7])[N:13]=1)=[O:16].